This data is from Peptide-MHC class II binding affinity with 134,281 pairs from IEDB. The task is: Regression. Given a peptide amino acid sequence and an MHC pseudo amino acid sequence, predict their binding affinity value. This is MHC class II binding data. (1) The peptide sequence is EEREVLMWKFDSALARKH. The MHC is HLA-DPA10301-DPB10402 with pseudo-sequence HLA-DPA10301-DPB10402. The binding affinity (normalized) is 0.302. (2) The peptide sequence is EDFDPSCLTNDDMKF. The MHC is DRB1_0101 with pseudo-sequence DRB1_0101. The binding affinity (normalized) is 0.171. (3) The peptide sequence is AAAQKEVSGVKGFTL. The MHC is HLA-DQA10201-DQB10301 with pseudo-sequence HLA-DQA10201-DQB10301. The binding affinity (normalized) is 0.328.